Dataset: NCI-60 drug combinations with 297,098 pairs across 59 cell lines. Task: Regression. Given two drug SMILES strings and cell line genomic features, predict the synergy score measuring deviation from expected non-interaction effect. Drug 1: CN1C(=O)N2C=NC(=C2N=N1)C(=O)N. Drug 2: C#CCC(CC1=CN=C2C(=N1)C(=NC(=N2)N)N)C3=CC=C(C=C3)C(=O)NC(CCC(=O)O)C(=O)O. Cell line: TK-10. Synergy scores: CSS=47.9, Synergy_ZIP=2.81, Synergy_Bliss=-1.01, Synergy_Loewe=-18.1, Synergy_HSA=-0.559.